This data is from Cav3 T-type calcium channel HTS with 100,875 compounds. The task is: Binary Classification. Given a drug SMILES string, predict its activity (active/inactive) in a high-throughput screening assay against a specified biological target. (1) The drug is S(=O)(=O)(N1CCOCC1)c1cc(ccc1)C(=O)Nc1sc(SCC=C)nn1. The result is 0 (inactive). (2) The compound is S(=O)(=O)(N1CCN(CC1)CCC#N)c1ccc(S(=O)(=O)N2CCCCCC2)cc1. The result is 0 (inactive). (3) The molecule is O=C(N1CCC(NC(=O)c2occc2)CC1)NCc1ccccc1. The result is 0 (inactive). (4) The compound is S(CC(=O)NCC1OCCC1)c1[nH]c(=O)c(CCCC)c(O)n1. The result is 0 (inactive). (5) The molecule is o1c(NCCc2cc(OC)c(OC)cc2)c(nc1c1ccc(cc1)C)C#N. The result is 0 (inactive). (6) The molecule is O(Cc1cc2c([nH]c1=O)cccc2)C(=O)c1ccccc1. The result is 0 (inactive).